From a dataset of Full USPTO retrosynthesis dataset with 1.9M reactions from patents (1976-2016). Predict the reactants needed to synthesize the given product. Given the product [Cl:25][C:26]1[CH:31]=[CH:30][C:29]([NH:32][C:33]([NH:24][C:20]2[CH:21]=[CH:22][CH:23]=[C:18]([C:9]3[N:8]([C:18]4[CH:19]=[CH:20][CH:21]=[CH:22][CH:23]=4)[N:7]=[CH:11][C:10]=3[C:12]3[CH:13]=[CH:14][N:15]=[CH:16][CH:17]=3)[CH:19]=2)=[O:34])=[CH:28][C:27]=1[C:35]([F:36])([F:37])[F:38], predict the reactants needed to synthesize it. The reactants are: C1([N:7]2[CH:11]=[C:10]([C:12]3[CH:17]=[CH:16][N:15]=[CH:14][CH:13]=3)[C:9]([C:18]3[CH:19]=[C:20]([NH2:24])[CH:21]=[CH:22][CH:23]=3)=[N:8]2)C=CC=CC=1.[Cl:25][C:26]1[CH:31]=[CH:30][C:29]([N:32]=[C:33]=[O:34])=[CH:28][C:27]=1[C:35]([F:38])([F:37])[F:36].